The task is: Predict the product of the given reaction.. This data is from Forward reaction prediction with 1.9M reactions from USPTO patents (1976-2016). (1) Given the reactants [CH:1]1([CH2:7][C:8]2[N:12]3[CH:13]=[CH:14][C:15]([C:17]([OH:19])=O)=[CH:16][C:11]3=[N:10][C:9]=2[C:20]([F:23])([F:22])[F:21])[CH2:6][CH2:5][CH2:4][CH2:3][CH2:2]1.[NH2:24][C:25]1[CH:30]=[CH:29][N:28]=[CH:27][CH:26]=1, predict the reaction product. The product is: [CH:1]1([CH2:7][C:8]2[N:12]3[CH:13]=[CH:14][C:15]([C:17]([NH:24][C:25]4[CH:30]=[CH:29][N:28]=[CH:27][CH:26]=4)=[O:19])=[CH:16][C:11]3=[N:10][C:9]=2[C:20]([F:23])([F:22])[F:21])[CH2:2][CH2:3][CH2:4][CH2:5][CH2:6]1. (2) Given the reactants Br[C:2]1[N:7]=[C:6]2[S:8][C:9]([NH:11][C:12](=[O:23])[C:13]3[CH:18]=[CH:17][C:16]([C:19]([OH:22])([CH3:21])[CH3:20])=[CH:15][CH:14]=3)=[N:10][C:5]2=[CH:4][CH:3]=1.[CH3:24][C:25]1[C:29](B2OC(C)(C)C(C)(C)O2)=[C:28]([CH3:39])[NH:27][N:26]=1, predict the reaction product. The product is: [CH3:24][C:25]1[C:29]([C:2]2[N:7]=[C:6]3[S:8][C:9]([NH:11][C:12](=[O:23])[C:13]4[CH:18]=[CH:17][C:16]([C:19]([OH:22])([CH3:21])[CH3:20])=[CH:15][CH:14]=4)=[N:10][C:5]3=[CH:4][CH:3]=2)=[C:28]([CH3:39])[NH:27][N:26]=1. (3) Given the reactants Cl.[CH3:2][C:3]1([CH3:26])[CH2:12][CH2:11][C:10]([CH3:14])([CH3:13])[C:9]2[CH:8]=[C:7]([C:15]3[S:16][CH:17]=[C:18]([CH:20]4[CH2:25][CH2:24][NH:23][CH2:22][CH2:21]4)[N:19]=3)[CH:6]=[CH:5][C:4]1=2.C([O:30][CH2:31][CH2:32][CH2:33][CH2:34]Br)(=O)C.[OH-].[Na+], predict the reaction product. The product is: [CH3:2][C:3]1([CH3:26])[CH2:12][CH2:11][C:10]([CH3:13])([CH3:14])[C:9]2[CH:8]=[C:7]([C:15]3[S:16][CH:17]=[C:18]([CH:20]4[CH2:25][CH2:24][N:23]([CH2:34][CH2:33][CH2:32][CH2:31][OH:30])[CH2:22][CH2:21]4)[N:19]=3)[CH:6]=[CH:5][C:4]1=2. (4) Given the reactants COC1C=CC(C[N:8]([C:22]2[S:23][CH:24]=[CH:25][N:26]=2)[S:9]([C:12]2[CH:13]=[CH:14][C:15]3[NH:20][CH2:19][CH2:18][O:17][C:16]=3[CH:21]=2)(=[O:11])=[O:10])=CC=1.C(O)(=O)C.[CH:33](=O)[C:34]1[CH:39]=[CH:38][CH:37]=[CH:36][CH:35]=1.C(O[BH-](OC(=O)C)OC(=O)C)(=O)C.[Na+].C(O)(C(F)(F)F)=O, predict the reaction product. The product is: [CH2:33]([N:20]1[CH2:19][CH2:18][O:17][C:16]2[CH:21]=[C:12]([S:9]([NH:8][C:22]3[S:23][CH:24]=[CH:25][N:26]=3)(=[O:10])=[O:11])[CH:13]=[CH:14][C:15]1=2)[C:34]1[CH:39]=[CH:38][CH:37]=[CH:36][CH:35]=1.